From a dataset of Full USPTO retrosynthesis dataset with 1.9M reactions from patents (1976-2016). Predict the reactants needed to synthesize the given product. (1) Given the product [F:1][C:2]1[CH:3]=[C:4]([C:26]([NH:29][CH2:32][CH2:31][C:30]([O:34][CH3:35])=[O:33])([CH3:27])[CH3:28])[CH:5]=[CH:6][C:7]=1[C:8]1[S:9][C:10]2[C:15]([N:16]=1)=[CH:14][CH:13]=[C:12]([C:17]1([C:20]3[CH:21]=[CH:22][CH:23]=[CH:24][CH:25]=3)[CH2:18][CH2:19]1)[N:11]=2, predict the reactants needed to synthesize it. The reactants are: [F:1][C:2]1[CH:3]=[C:4]([C:26]([NH2:29])([CH3:28])[CH3:27])[CH:5]=[CH:6][C:7]=1[C:8]1[S:9][C:10]2[C:15]([N:16]=1)=[CH:14][CH:13]=[C:12]([C:17]1([C:20]3[CH:25]=[CH:24][CH:23]=[CH:22][CH:21]=3)[CH2:19][CH2:18]1)[N:11]=2.[C:30]([O:34][CH3:35])(=[O:33])[CH:31]=[CH2:32]. (2) Given the product [N:9]1[CH:10]=[CH:11][CH:12]=[CH:13][C:8]=1[C:7]#[C:6][CH2:5][CH2:4][CH2:3][CH2:2][N:15]1[CH:16]=[C:17]2[C:22]([CH:21]=[CH:20][CH:19]=[CH:18]2)=[N:14]1, predict the reactants needed to synthesize it. The reactants are: Br[CH2:2][CH2:3][CH2:4][CH2:5][C:6]#[C:7][C:8]1[CH:13]=[CH:12][CH:11]=[CH:10][N:9]=1.[NH:14]1[C:22]2[C:17](=[CH:18][CH:19]=[CH:20][CH:21]=2)[CH:16]=[N:15]1. (3) Given the product [C:1]([O:4][CH2:5][C:6]1[C:11]([N:12]2[CH2:24][CH2:23][C:22]3[N:21]4[C:16]([CH2:17][CH2:18][CH2:19][CH2:20]4)=[CH:15][C:14]=3[C:13]2=[O:25])=[CH:10][C:9]([F:26])=[CH:8][C:7]=1[C:51]1[CH:52]=[C:47]([NH:46][C:43]2[CH:42]=[CH:41][C:40]([N:30]3[CH2:31][C@@H:32]([CH3:39])[N:33]([CH:35]4[CH2:38][O:37][CH2:36]4)[CH2:34][C@@H:29]3[CH3:28])=[CH:45][N:44]=2)[C:48](=[O:63])[N:49]([CH3:62])[CH:50]=1)(=[O:3])[CH3:2], predict the reactants needed to synthesize it. The reactants are: [C:1]([O:4][CH2:5][C:6]1[C:11]([N:12]2[CH2:24][CH2:23][C:22]3[N:21]4[C:16]([CH2:17][CH2:18][CH2:19][CH2:20]4)=[CH:15][C:14]=3[C:13]2=[O:25])=[CH:10][C:9]([F:26])=[CH:8][C:7]=1Br)(=[O:3])[CH3:2].[CH3:28][C@H:29]1[CH2:34][N:33]([CH:35]2[CH2:38][O:37][CH2:36]2)[C@H:32]([CH3:39])[CH2:31][N:30]1[C:40]1[CH:41]=[CH:42][C:43]([NH:46][C:47]2[C:48](=[O:63])[N:49]([CH3:62])[CH:50]=[C:51](B3OC(C)(C)C(C)(C)O3)[CH:52]=2)=[N:44][CH:45]=1.[O-]P([O-])([O-])=O.[K+].[K+].[K+].O.O.O.C([O-])(=O)C.[Na+]. (4) Given the product [Cl:11][C:12]1[N:13]=[C:14]2[CH:19]=[CH:18][C:17]([CH2:2][CH2:3][CH3:4])=[N:16][N:15]2[CH:21]=1, predict the reactants needed to synthesize it. The reactants are: [Br-].[CH2:2]([Zn+])[CH2:3][CH3:4].O1CCCC1.[Cl:11][C:12]1[N:13]=[C:14]2[CH:19]=[CH:18][C:17](Cl)=[N:16][N:15]2[CH:21]=1.Cl. (5) Given the product [OH:5][NH:6][C:7]([C@:9]1([CH3:44])[C@H:14]([NH:15][S:16]([C:19]2[CH:24]=[CH:23][C:22]([O:25][CH2:26][C:27]3[C:36]4[C:31](=[CH:32][CH:33]=[CH:34][CH:35]=4)[N:30]=[C:29]([CH3:37])[CH:28]=3)=[CH:21][CH:20]=2)(=[O:17])=[O:18])[CH2:13][CH2:12][N:11]([S:38]([CH:41]([CH3:42])[CH3:43])(=[O:40])=[O:39])[CH2:10]1)=[O:8], predict the reactants needed to synthesize it. The reactants are: C([O:5][NH:6][C:7]([C@:9]1([CH3:44])[C@H:14]([NH:15][S:16]([C:19]2[CH:24]=[CH:23][C:22]([O:25][CH2:26][C:27]3[C:36]4[C:31](=[CH:32][CH:33]=[CH:34][CH:35]=4)[N:30]=[C:29]([CH3:37])[CH:28]=3)=[CH:21][CH:20]=2)(=[O:18])=[O:17])[CH2:13][CH2:12][N:11]([S:38]([CH:41]([CH3:43])[CH3:42])(=[O:40])=[O:39])[CH2:10]1)=[O:8])(C)(C)C.FC(F)(F)C(O)=O. (6) Given the product [Br:1][CH:2]1[CH2:23][CH2:22][C:5]2=[CH:6][C:7]3[C:8]4[CH:17]=[CH:16][C:15]([C:18](=[O:21])[CH2:19][Br:20])=[CH:14][C:9]=4[CH2:10][O:11][C:12]=3[CH:13]=[C:4]2[C:3]1=[O:24], predict the reactants needed to synthesize it. The reactants are: [Br:1][CH:2]1[CH2:23][CH2:22][C:5]2=[CH:6][C:7]3[C:8]4[CH:17]=[CH:16][C:15]([CH:18]([OH:21])[CH2:19][Br:20])=[CH:14][C:9]=4[CH2:10][O:11][C:12]=3[CH:13]=[C:4]2[C:3]1=[O:24].C(=O)(O)[O-].[Na+].[Br-].[Na+].O. (7) Given the product [CH2:4]([N:1]1[CH:10]=[C:9]([C:8]([O:12][CH3:13])=[O:11])[N:3]=[N:2]1)[CH2:5][C:6]#[CH:7], predict the reactants needed to synthesize it. The reactants are: [N:1]([CH2:4][CH2:5][C:6]#[CH:7])=[N+:2]=[N-:3].[C:8]([O:12][CH3:13])(=[O:11])[C:9]#[CH:10].O=C1O[C@H]([C@H](CO)O)C([O-])=C1O.[Na+].